Dataset: Full USPTO retrosynthesis dataset with 1.9M reactions from patents (1976-2016). Task: Predict the reactants needed to synthesize the given product. (1) Given the product [CH2:1]([O:5][C:6]1[CH:10]=[C:9]([CH:11]=[O:12])[N:8]([CH2:17][C:18]2[CH:23]=[CH:22][C:21]([C:24]([F:27])([F:26])[F:25])=[CH:20][C:19]=2[Cl:28])[N:7]=1)[CH2:2][CH2:3][CH3:4], predict the reactants needed to synthesize it. The reactants are: [CH2:1]([O:5][C:6]1[CH:10]=[C:9]([C:11](N(OC)C)=[O:12])[N:8]([CH2:17][C:18]2[CH:23]=[CH:22][C:21]([C:24]([F:27])([F:26])[F:25])=[CH:20][C:19]=2[Cl:28])[N:7]=1)[CH2:2][CH2:3][CH3:4].[H-].C([Al+]CC(C)C)C(C)C.CO.[C@H](O)(C([O-])=O)[C@@H](O)C([O-])=O.[Na+].[K+]. (2) Given the product [CH:1]1([C@H:5]([NH:7][C:8]2[N:16]=[C:29]([C:30]([OH:27])=[O:31])[N:14]=[C:13]3[C:9]=2[N:10]([CH2:19][C@H:20]2[CH2:25][CH2:24][C@H:23]([CH3:26])[CH2:22][CH2:21]2)[CH:11]=[N:12]3)[CH3:6])[CH2:4][CH2:3][CH2:2]1, predict the reactants needed to synthesize it. The reactants are: [CH:1]1([C@H:5]([NH:7][C:8]2[N:16]=C(C#N)[N:14]=[C:13]3[C:9]=2[N:10]([CH2:19][C@H:20]2[CH2:25][CH2:24][C@H:23]([CH3:26])[CH2:22][CH2:21]2)[CH:11]=[N:12]3)[CH3:6])[CH2:4][CH2:3][CH2:2]1.[OH-:27].[Na+].[CH3:29][CH2:30][OH:31]. (3) Given the product [CH2:1]([N:8]1[CH2:12][CH2:11][N:10]([C:13]2[S:14][C:15]([C:19]3[NH:27][C:25]([CH3:26])=[N:33][N:21]=3)=[C:16]([CH3:18])[N:17]=2)[C:9]1=[O:22])[C:2]1[CH:7]=[CH:6][CH:5]=[CH:4][CH:3]=1, predict the reactants needed to synthesize it. The reactants are: [CH2:1]([N:8]1[CH2:12][CH2:11][N:10]([C:13]2[S:14][C:15]([C:19]([NH2:21])=O)=[C:16]([CH3:18])[N:17]=2)[C:9]1=[O:22])[C:2]1[CH:7]=[CH:6][CH:5]=[CH:4][CH:3]=1.CO[C:25](OC)([N:27](C)C)[CH3:26].O.[NH2:33]N.C(OCC)(=O)C. (4) Given the product [CH:70]1([C@H:65]([NH:64][C:14]([C:12]2[S:13][C:9]([C:6]3[CH:7]=[CH:8][C:3]([O:2][CH3:1])=[CH:4][CH:5]=3)=[CH:10][C:11]=2[NH:17][C:18]([NH:20][C:21]2[C:26]([CH3:27])=[CH:25][C:24]([CH3:28])=[CH:23][C:22]=2[CH3:29])=[O:19])=[O:15])[C:66]([O:68][CH3:69])=[O:67])[CH2:75][CH2:74][CH2:73][CH2:72][CH2:71]1, predict the reactants needed to synthesize it. The reactants are: [CH3:1][O:2][C:3]1[CH:8]=[CH:7][C:6]([C:9]2[S:13][C:12]([C:14](O)=[O:15])=[C:11]([NH:17][C:18]([NH:20][C:21]3[C:26]([CH3:27])=[CH:25][C:24]([CH3:28])=[CH:23][C:22]=3[CH3:29])=[O:19])[CH:10]=2)=[CH:5][CH:4]=1.CN(C(ON1N=NC2C=CC=NC1=2)=[N+](C)C)C.F[P-](F)(F)(F)(F)F.CCN(C(C)C)C(C)C.Cl.[NH2:64][C@@H:65]([CH:70]1[CH2:75][CH2:74][CH2:73][CH2:72][CH2:71]1)[C:66]([O:68][CH3:69])=[O:67]. (5) Given the product [F:1][C:2]([F:20])([F:21])[C:3]1[CH:4]=[CH:5][C:6]([C:9]2[CH:14]=[CH:13][C:12]([CH2:15][CH:16]([OH:19])[CH2:17][CH3:18])=[CH:11][CH:10]=2)=[CH:7][CH:8]=1, predict the reactants needed to synthesize it. The reactants are: [F:1][C:2]([F:21])([F:20])[C:3]1[CH:8]=[CH:7][C:6]([C:9]2[CH:14]=[CH:13][C:12]([CH2:15][C:16](=[O:19])[CH2:17][CH3:18])=[CH:11][CH:10]=2)=[CH:5][CH:4]=1.[BH4-].[Na+]. (6) Given the product [Br:1][C:2]1[N:7]=[CH:6][C:5]2[CH:8]=[C:9]([C:15]3[CH:16]=[N:17][N:18]([CH:20]([F:22])[F:21])[CH:19]=3)[N:10]([C:32]([O:34][C:35]([CH3:38])([CH3:37])[CH3:36])=[O:33])[C:4]=2[CH:3]=1, predict the reactants needed to synthesize it. The reactants are: [Br:1][C:2]1[N:7]=[CH:6][C:5]2[CH:8]=[C:9]([C:15]3[CH:16]=[N:17][N:18]([CH:20]([F:22])[F:21])[CH:19]=3)[N:10](S(C)(=O)=O)[C:4]=2[CH:3]=1.[OH-].[Na+].C(N(CC)CC)C.[C:32](O[C:32]([O:34][C:35]([CH3:38])([CH3:37])[CH3:36])=[O:33])([O:34][C:35]([CH3:38])([CH3:37])[CH3:36])=[O:33].